This data is from Catalyst prediction with 721,799 reactions and 888 catalyst types from USPTO. The task is: Predict which catalyst facilitates the given reaction. (1) Reactant: [N+:1]([C:4]1[CH:5]=[CH:6][C:7](=[O:16])[N:8]([C:10]2[CH:15]=[CH:14][CH:13]=[CH:12][CH:11]=2)[CH:9]=1)([O-])=O. Product: [NH2:1][C:4]1[CH:5]=[CH:6][C:7](=[O:16])[N:8]([C:10]2[CH:11]=[CH:12][CH:13]=[CH:14][CH:15]=2)[CH:9]=1. The catalyst class is: 604. (2) Reactant: O1CCOCC1.Br[C:8]1[C:13]([C:14]([O:16][CH3:17])=[O:15])=[CH:12][C:11]([Cl:18])=[N:10][CH:9]=1.C([Sn](CCCC)(CCCC)[C:24]1[S:25][CH:26]=[CH:27][N:28]=1)CCC. Product: [Cl:18][C:11]1[CH:12]=[C:13]([C:8]([C:24]2[S:25][CH:26]=[CH:27][N:28]=2)=[CH:9][N:10]=1)[C:14]([O:16][CH3:17])=[O:15]. The catalyst class is: 25.